Dataset: NCI-60 drug combinations with 297,098 pairs across 59 cell lines. Task: Regression. Given two drug SMILES strings and cell line genomic features, predict the synergy score measuring deviation from expected non-interaction effect. (1) Drug 1: CC1CC2C3CCC4=CC(=O)C=CC4(C3(C(CC2(C1(C(=O)CO)O)C)O)F)C. Drug 2: C1=CC=C(C=C1)NC(=O)CCCCCCC(=O)NO. Cell line: HT29. Synergy scores: CSS=57.5, Synergy_ZIP=3.06, Synergy_Bliss=4.32, Synergy_Loewe=-35.5, Synergy_HSA=3.94. (2) Drug 1: CC1=C2C(C(=O)C3(C(CC4C(C3C(C(C2(C)C)(CC1OC(=O)C(C(C5=CC=CC=C5)NC(=O)OC(C)(C)C)O)O)OC(=O)C6=CC=CC=C6)(CO4)OC(=O)C)OC)C)OC. Drug 2: CCC1=C2CN3C(=CC4=C(C3=O)COC(=O)C4(CC)O)C2=NC5=C1C=C(C=C5)O. Cell line: NCI/ADR-RES. Synergy scores: CSS=13.2, Synergy_ZIP=0.420, Synergy_Bliss=4.19, Synergy_Loewe=-1.55, Synergy_HSA=4.86. (3) Drug 1: C1=CN(C(=O)N=C1N)C2C(C(C(O2)CO)O)O.Cl. Drug 2: CC(C)CN1C=NC2=C1C3=CC=CC=C3N=C2N. Cell line: HL-60(TB). Synergy scores: CSS=44.5, Synergy_ZIP=1.78, Synergy_Bliss=3.76, Synergy_Loewe=0.338, Synergy_HSA=3.12.